Dataset: Catalyst prediction with 721,799 reactions and 888 catalyst types from USPTO. Task: Predict which catalyst facilitates the given reaction. (1) Reactant: [H-].[Na+].[Br:3][C:4]1[CH:11]=[CH:10][C:7]([CH2:8][OH:9])=[CH:6][CH:5]=1.[F:12][C:13]1[CH:20]=[CH:19][CH:18]=[C:17](F)[C:14]=1[C:15]#[N:16]. Product: [Br:3][C:4]1[CH:11]=[CH:10][C:7]([CH2:8][O:9][C:17]2[CH:18]=[CH:19][CH:20]=[C:13]([F:12])[C:14]=2[C:15]#[N:16])=[CH:6][CH:5]=1. The catalyst class is: 3. (2) Reactant: O=[C:2]1[CH2:6][CH2:5][C@@H:4]([C:7]2[CH:30]=[CH:29][C:10]([O:11][CH2:12][C:13]([NH:15][CH:16]3[CH2:21][CH2:20][N:19](C(OC(C)(C)C)=O)[CH2:18][CH2:17]3)=[O:14])=[CH:9][CH:8]=2)[CH2:3]1.[Cl:31][C:32]1[CH:33]=[C:34]([C@H:38]([NH2:40])[CH3:39])[CH:35]=[CH:36][CH:37]=1.Cl. Product: [Cl:31][C:32]1[CH:33]=[C:34]([C@H:38]([NH:40][C@H:2]2[CH2:6][CH2:5][C@@H:4]([C:7]3[CH:30]=[CH:29][C:10]([O:11][CH2:12][C:13]([NH:15][CH:16]4[CH2:17][CH2:18][NH:19][CH2:20][CH2:21]4)=[O:14])=[CH:9][CH:8]=3)[CH2:3]2)[CH3:39])[CH:35]=[CH:36][CH:37]=1. The catalyst class is: 5. (3) Reactant: C(OC(=O)[NH:7][C@H:8]([C:13](=[O:34])[NH:14][CH:15]1[CH2:21][CH2:20][CH2:19][N:18]([S:22]([C:25]2[CH:30]=[CH:29][C:28]([O:31][CH3:32])=[CH:27][CH:26]=2)(=[O:24])=[O:23])[CH2:17][CH:16]1[OH:33])[CH2:9][CH:10]([CH3:12])[CH3:11])(C)(C)C.[ClH:36]. Product: [ClH:36].[OH:33][CH:16]1[CH:15]([NH:14][C:13](=[O:34])[C@@H:8]([NH2:7])[CH2:9][CH:10]([CH3:12])[CH3:11])[CH2:21][CH2:20][CH2:19][N:18]([S:22]([C:25]2[CH:30]=[CH:29][C:28]([O:31][CH3:32])=[CH:27][CH:26]=2)(=[O:24])=[O:23])[CH2:17]1. The catalyst class is: 135. (4) Reactant: [NH2:1][C:2]1[N:7]=[C:6]([C:8]2[O:9][CH:10]=[CH:11][CH:12]=2)[C:5]([C:13]#[N:14])=[C:4](S(C)=O)[N:3]=1.Cl.[CH3:19][S:20]([C:23]1[CH:30]=[CH:29][C:26]([CH2:27][NH2:28])=[CH:25][CH:24]=1)(=[O:22])=[O:21].C1CCN2C(=NCCC2)CC1. Product: [NH2:1][C:2]1[N:7]=[C:6]([C:8]2[O:9][CH:10]=[CH:11][CH:12]=2)[C:5]([C:13]#[N:14])=[C:4]([NH:28][CH2:27][C:26]2[CH:25]=[CH:24][C:23]([S:20]([CH3:19])(=[O:22])=[O:21])=[CH:30][CH:29]=2)[N:3]=1. The catalyst class is: 57. (5) Reactant: [CH2:1]([OH:6])[C:2]([CH3:5])([CH3:4])[CH3:3].[CH3:7][C:8]1[CH:13]=[CH:12][C:11]([N+:14]([O-:16])=[O:15])=[CH:10][C:9]=1[S:17](Cl)(=[O:19])=[O:18].N1C=CC=CC=1.O1CCOCC1. Product: [CH3:7][C:8]1[CH:13]=[CH:12][C:11]([N+:14]([O-:16])=[O:15])=[CH:10][C:9]=1[S:17]([O:6][CH2:1][C:2]([CH3:5])([CH3:4])[CH3:3])(=[O:19])=[O:18]. The catalyst class is: 13. (6) Reactant: [F:1][C:2]1[C:7]([F:8])=[C:6]([O:9][CH2:10][CH3:11])[CH:5]=[CH:4][C:3]=1[C@H:12]1[CH2:17][CH2:16][C@H:15]([CH2:18][CH2:19][CH:20]2OCCC[O:21]2)[CH2:14][CH2:13]1.C(O)=O. Product: [F:1][C:2]1[C:7]([F:8])=[C:6]([O:9][CH2:10][CH3:11])[CH:5]=[CH:4][C:3]=1[C@H:12]1[CH2:17][CH2:16][C@H:15]([CH2:18][CH2:19][CH:20]=[O:21])[CH2:14][CH2:13]1. The catalyst class is: 11. (7) Reactant: [CH2:1]([O:8][CH2:9][CH2:10][CH2:11][CH2:12][CH2:13][CH2:14][O:15][CH2:16][C:17]([C:20]1[CH:21]=[C:22]([NH:26][C:27]([NH:29][CH2:30][C:31]([OH:33])=O)=[O:28])[CH:23]=[CH:24][CH:25]=1)([F:19])[F:18])[C:2]1[CH:7]=[CH:6][CH:5]=[CH:4][CH:3]=1.Cl. Product: [CH2:1]([O:8][CH2:9][CH2:10][CH2:11][CH2:12][CH2:13][CH2:14][O:15][CH2:16][C:17]([C:20]1[CH:21]=[C:22]([N:26]2[C:31](=[O:33])[CH2:30][NH:29][C:27]2=[O:28])[CH:23]=[CH:24][CH:25]=1)([F:19])[F:18])[C:2]1[CH:3]=[CH:4][CH:5]=[CH:6][CH:7]=1. The catalyst class is: 6.